Task: Predict which catalyst facilitates the given reaction.. Dataset: Catalyst prediction with 721,799 reactions and 888 catalyst types from USPTO (1) Reactant: [NH2:1][CH2:2][C:3]1[CH:7]=[CH:6][S:5][C:4]=1[C:8]([O:10]C)=O.C(=O)([O-])[O-].[K+].[K+]. Product: [S:5]1[C:4]2[C:8](=[O:10])[NH:1][CH2:2][C:3]=2[CH:7]=[CH:6]1. The catalyst class is: 5. (2) Reactant: [Cl:1][C:2]1[N:7]=[C:6](Cl)[C:5]([C:9]([C:11]2[C:19]3[O:18][CH:17]=[CH:16][C:15]=3[CH:14]=[C:13]([F:20])[CH:12]=2)=[O:10])=[CH:4][N:3]=1.[NH3:21]. Product: [NH2:21][C:6]1[C:5]([C:9]([C:11]2[C:19]3[O:18][CH:17]=[CH:16][C:15]=3[CH:14]=[C:13]([F:20])[CH:12]=2)=[O:10])=[CH:4][N:3]=[C:2]([Cl:1])[N:7]=1. The catalyst class is: 11. (3) Product: [CH2:28]([N:18]1[N:17]=[C:16]([CH:13]2[CH2:14][CH2:15][N:10]([C:7]3[CH:6]=[CH:5][C:4]([N+:1]([O-:3])=[O:2])=[CH:9][CH:8]=3)[CH2:11][CH2:12]2)[O:20][C:19]1=[O:21])[C:22]1[CH:27]=[CH:26][CH:25]=[CH:24][CH:23]=1. The catalyst class is: 3. Reactant: [N+:1]([C:4]1[CH:9]=[CH:8][C:7]([N:10]2[CH2:15][CH2:14][CH:13]([C:16]3[O:20][C:19](=[O:21])[NH:18][N:17]=3)[CH2:12][CH2:11]2)=[CH:6][CH:5]=1)([O-:3])=[O:2].[C:22]1([CH2:28]Br)[CH:27]=[CH:26][CH:25]=[CH:24][CH:23]=1.C([O-])([O-])=O.[K+].[K+]. (4) Reactant: [NH2:1][C@@H:2]([C:12]([OH:14])=[O:13])[CH2:3][C:4]1[CH:9]=[CH:8][CH:7]=[C:6]([C:10]#[N:11])[CH:5]=1.O.[CH3:16][C:17]([O:20][C:21](O[C:21]([O:20][C:17]([CH3:19])([CH3:18])[CH3:16])=[O:22])=[O:22])([CH3:19])[CH3:18].[OH-].[Na+]. Product: [NH:1]([C:21]([O:20][C:17]([CH3:19])([CH3:18])[CH3:16])=[O:22])[C@@H:2]([C:12]([OH:14])=[O:13])[CH2:3][C:4]1[CH:9]=[CH:8][CH:7]=[C:6]([C:10]#[N:11])[CH:5]=1. The catalyst class is: 12. (5) Reactant: [NH2:1][C:2]1[S:6][C:5]([C:7]2[CH:12]=[CH:11][CH:10]=[CH:9][CH:8]=2)=[N:4][C:3]=1[C:13]([NH2:15])=[O:14].[CH3:16][O:17][C:18]1[CH:19]=[C:20]([CH:24]=[CH:25][C:26]=1[O:27][CH3:28])[C:21](Cl)=[O:22].C1CCN2C(=NCCC2)CC1. The catalyst class is: 37. Product: [CH3:16][O:17][C:18]1[CH:19]=[C:20]([CH:24]=[CH:25][C:26]=1[O:27][CH3:28])[C:21]([NH:1][C:2]1[S:6][C:5]([C:7]2[CH:12]=[CH:11][CH:10]=[CH:9][CH:8]=2)=[N:4][C:3]=1[C:13]([NH2:15])=[O:14])=[O:22].